This data is from Reaction yield outcomes from USPTO patents with 853,638 reactions. The task is: Predict the reaction yield, written as a fraction of the theoretical maximum amount of product (1.0 means a 100% yield; for example, 0.34 means a 34% yield). (1) The product is [CH2:17]1[CH2:16][O:15][C:12]2[CH:13]=[CH:14][C:9]([NH:8][C:6]3[C:5]([F:19])=[CH:4][N:3]=[C:2]([NH:40][C:39]4[CH:38]=[CH:37][C:36]([O:35][CH2:29][CH2:30][CH2:31][CH2:32][CH2:33][CH3:34])=[CH:42][CH:41]=4)[N:7]=3)=[CH:10][C:11]=2[O:18]1. The yield is 0.230. The reactants are Cl[C:2]1[N:7]=[C:6]([NH:8][C:9]2[CH:14]=[CH:13][C:12]3[O:15][CH2:16][CH2:17][O:18][C:11]=3[CH:10]=2)[C:5]([F:19])=[CH:4][N:3]=1.C(N(CC)C(C)C)(C)C.[CH2:29]([O:35][C:36]1[CH:42]=[CH:41][C:39]([NH2:40])=[CH:38][CH:37]=1)[CH2:30][CH2:31][CH2:32][CH2:33][CH3:34]. The catalyst is C(O)CO. (2) The reactants are [Cl:1][C:2]1[CH:7]=[CH:6][C:5]([C:8]2([OH:14])[CH2:13][CH2:12][NH:11][CH2:10][CH2:9]2)=[C:4]([CH3:15])[CH:3]=1.N1C(C)=CC=CC=1C.[I-].[K+].Br[CH2:27][CH2:28][CH:29]=[C:30]1[C:36]2[CH:37]=[CH:38][CH:39]=[N:40][C:35]=2[CH2:34][O:33][C:32]2[CH:41]=[CH:42][C:43]([C:45]([OH:48])([CH3:47])[CH3:46])=[CH:44][C:31]1=2. The catalyst is C(O)(C)C. The product is [Cl:1][C:2]1[CH:7]=[CH:6][C:5]([C:8]2([OH:14])[CH2:9][CH2:10][N:11]([CH2:27][CH2:28][CH:29]=[C:30]3[C:36]4[CH:37]=[CH:38][CH:39]=[N:40][C:35]=4[CH2:34][O:33][C:32]4[CH:41]=[CH:42][C:43]([C:45]([OH:48])([CH3:47])[CH3:46])=[CH:44][C:31]3=4)[CH2:12][CH2:13]2)=[C:4]([CH3:15])[CH:3]=1. The yield is 0.360.